From a dataset of Catalyst prediction with 721,799 reactions and 888 catalyst types from USPTO. Predict which catalyst facilitates the given reaction. (1) Reactant: [CH3:1][O:2][C:3]([C:5]1([C:11]2[CH:16]=[CH:15][C:14]([Cl:17])=[CH:13][CH:12]=2)[CH2:10][CH2:9][NH:8][CH2:7][CH2:6]1)=[O:4].C(=O)([O-])[O-].[K+].[K+].Br[CH2:25][CH2:26][CH:27]=[C:28]1[C:34]2[CH:35]=[CH:36][CH:37]=[N:38][C:33]=2[CH2:32][O:31][C:30]2[CH:39]=[CH:40][C:41]([C:43]([OH:46])([CH3:45])[CH3:44])=[CH:42][C:29]1=2. Product: [CH3:1][O:2][C:3]([C:5]1([C:11]2[CH:12]=[CH:13][C:14]([Cl:17])=[CH:15][CH:16]=2)[CH2:6][CH2:7][N:8]([CH2:25][CH2:26][CH:27]=[C:28]2[C:34]3[CH:35]=[CH:36][CH:37]=[N:38][C:33]=3[CH2:32][O:31][C:30]3[CH:39]=[CH:40][C:41]([C:43]([OH:46])([CH3:45])[CH3:44])=[CH:42][C:29]2=3)[CH2:9][CH2:10]1)=[O:4]. The catalyst class is: 47. (2) Product: [Cl:38][C:32]1[CH:33]=[C:34]([O:10][CH2:9][CH2:8][C@H:7]([O:6][C:5]2[CH:16]=[CH:17][C:2]([Cl:1])=[CH:3][C:4]=2[O:18][C:19]2[CH:24]=[CH:23][CH:22]=[CH:21][CH:20]=2)[CH3:15])[CH:35]=[CH:36][C:31]=1[CH2:30][CH2:29][C:28]([OH:39])=[O:27]. The catalyst class is: 3. Reactant: [Cl:1][C:2]1[CH:17]=[CH:16][C:5]([O:6][CH:7]([CH3:15])[CH2:8][CH2:9][O:10]S(C)(=O)=O)=[C:4]([O:18][C:19]2[CH:24]=[CH:23][CH:22]=[CH:21][CH:20]=2)[CH:3]=1.C([O:27][C:28](=[O:39])[CH2:29][CH2:30][C:31]1[CH:36]=[CH:35][C:34](O)=[CH:33][C:32]=1[Cl:38])C.C(=O)([O-])[O-].[Cs+].[Cs+].[OH-].[Na+]. (3) Reactant: [CH3:1][N:2]1[CH:7]=[C:6](B2CC(C)(C)C(C)(C)C2)[CH:5]=[C:4]([C:17]([F:20])([F:19])[F:18])[C:3]1=[O:21].Br[C:23]1[CH:37]=[C:36]([S:38]([CH2:41][CH3:42])(=[O:40])=[O:39])[CH:35]=[CH:34][C:24]=1[O:25][C:26]1[CH:31]=[CH:30][C:29]([F:32])=[CH:28][C:27]=1[F:33].[O-]P([O-])([O-])=O.[K+].[K+].[K+]. Product: [F:33][C:27]1[CH:28]=[C:29]([F:32])[CH:30]=[CH:31][C:26]=1[O:25][C:24]1[CH:34]=[CH:35][C:36]([S:38]([CH2:41][CH3:42])(=[O:40])=[O:39])=[CH:37][C:23]=1[C:6]1[CH:5]=[C:4]([C:17]([F:18])([F:19])[F:20])[C:3](=[O:21])[N:2]([CH3:1])[CH:7]=1. The catalyst class is: 117. (4) Product: [CH3:7][O:8][CH2:9][C@H:10]([CH3:43])[O:11][C:12]1[CH:13]=[C:14]([C:29]2[NH:33][C:32]([C:34]3[O:35][CH:36]([CH2:39][OH:40])[CH2:37][N:38]=3)=[CH:31][CH:30]=2)[CH:15]=[C:16]([O:18][C:19]2[CH:20]=[CH:21][C:22]([S:25]([CH3:28])(=[O:27])=[O:26])=[CH:23][CH:24]=2)[CH:17]=1. Reactant: [H-].[Al+3].[Li+].[H-].[H-].[H-].[CH3:7][O:8][CH2:9][C@H:10]([CH3:43])[O:11][C:12]1[CH:13]=[C:14]([C:29]2[NH:33][C:32]([C:34]3[O:35][CH:36]([C:39](OC)=[O:40])[CH2:37][N:38]=3)=[CH:31][CH:30]=2)[CH:15]=[C:16]([O:18][C:19]2[CH:24]=[CH:23][C:22]([S:25]([CH3:28])(=[O:27])=[O:26])=[CH:21][CH:20]=2)[CH:17]=1.O.[OH-].[Na+]. The catalyst class is: 7. (5) Reactant: Br[CH2:2][CH2:3][CH2:4][CH2:5][CH2:6][CH2:7][N:8]1[C:15](=[O:16])[NH:14][C:12](=[O:13])[NH:11][C:9]1=[O:10].NC(N)=[S:19].[OH-].[Na+]. Product: [SH:19][CH2:2][CH2:3][CH2:4][CH2:5][CH2:6][CH2:7][N:8]1[C:15](=[O:16])[NH:14][C:12](=[O:13])[NH:11][C:9]1=[O:10]. The catalyst class is: 8. (6) Reactant: C([O:9][C:10]1[CH:15]=[CH:14][C:13]([C:16]2[CH:21]=[CH:20][C:19](O)=[CH:18][CH:17]=2)=[CH:12][CH:11]=1)(=O)C1C=CC=CC=1.[CH2:23]([O:30][CH2:31][CH:32]([OH:42])[CH2:33][O:34][CH2:35][C:36]1[CH:41]=[CH:40][CH:39]=[CH:38][CH:37]=1)[C:24]1[CH:29]=[CH:28][CH:27]=[CH:26][CH:25]=1.C1(P(C2C=CC=CC=2)C2C=CC=CC=2)C=CC=CC=1.CC(OC(/N=N/C(OC(C)C)=O)=O)C. Product: [CH2:35]([O:34][CH2:33][CH:32]([CH2:31][O:30][CH2:23][C:24]1[CH:25]=[CH:26][CH:27]=[CH:28][CH:29]=1)[O:42][C:19]1[CH:18]=[CH:17][C:16]([C:13]2[CH:12]=[CH:11][C:10]([OH:9])=[CH:15][CH:14]=2)=[CH:21][CH:20]=1)[C:36]1[CH:41]=[CH:40][CH:39]=[CH:38][CH:37]=1. The catalyst class is: 1.